From a dataset of Forward reaction prediction with 1.9M reactions from USPTO patents (1976-2016). Predict the product of the given reaction. (1) Given the reactants [F:1][C:2]1[CH:7]=[CH:6][CH:5]=[C:4]([F:8])[C:3]=1[N:9]1[C:14]2[N:15]=[C:16]([N:29]3[CH2:34][CH2:33][CH:32]([N:35]4[CH2:40][CH2:39][CH:38]([CH3:41])[CH2:37][CH2:36]4)[CH2:31][CH2:30]3)[N:17]=[C:18]([C:19]3[CH:20]=[C:21]([CH:25]=[CH:26][C:27]=3[CH3:28])[C:22](O)=[O:23])[C:13]=2[CH:12]=[CH:11][C:10]1=[O:42].CN(C(ON1N=NC2C=CC=CC1=2)=[N+](C)C)C.F[P-](F)(F)(F)(F)F.C(N(CC)CC)C.[F:74][C:75]1[CH:81]=[CH:80][C:78]([NH2:79])=[CH:77][CH:76]=1, predict the reaction product. The product is: [F:8][C:4]1[CH:5]=[CH:6][CH:7]=[C:2]([F:1])[C:3]=1[N:9]1[C:14]2[N:15]=[C:16]([N:29]3[CH2:34][CH2:33][CH:32]([N:35]4[CH2:36][CH2:37][CH:38]([CH3:41])[CH2:39][CH2:40]4)[CH2:31][CH2:30]3)[N:17]=[C:18]([C:19]3[CH:20]=[C:21]([CH:25]=[CH:26][C:27]=3[CH3:28])[C:22]([NH:79][C:78]3[CH:80]=[CH:81][C:75]([F:74])=[CH:76][CH:77]=3)=[O:23])[C:13]=2[CH:12]=[CH:11][C:10]1=[O:42]. (2) Given the reactants [CH3:1][Si:2]([CH3:33])([CH3:32])[CH2:3][CH2:4][O:5][CH2:6][N:7]1[C:15]2[CH2:14][CH:13]([C:16]3C=NN(COCC[Si](C)(C)C)[CH:20]=3)[CH2:12][CH2:11][C:10]=2[C:9]([C:29]([OH:31])=[O:30])=[N:8]1.[CH2:34](C1(C)CCC(=O)CC1)C, predict the reaction product. The product is: [CH2:16]([C:13]1([CH3:34])[CH2:14][C:15]2[N:7]([CH2:6][O:5][CH2:4][CH2:3][Si:2]([CH3:1])([CH3:33])[CH3:32])[N:8]=[C:9]([C:29]([OH:31])=[O:30])[C:10]=2[CH2:11][CH2:12]1)[CH3:20]. (3) The product is: [NH2:33][C@H:23]([C:12]1[C:11]([C:8]2[CH:9]=[CH:10][C:2]([Cl:1])=[C:3]3[C:7]=2[N:6]([CH3:41])[N:5]=[C:4]3[NH:42][S:43]([CH3:45])=[O:44])=[CH:16][CH:15]=[C:14]([C:17]#[C:18][C:19]([OH:22])([CH3:20])[CH3:21])[N:13]=1)[CH2:24][C:25]1[CH:26]=[C:27]([F:32])[CH:28]=[C:29]([F:31])[CH:30]=1. Given the reactants [Cl:1][C:2]1[CH:10]=[CH:9][C:8]([C:11]2[C:12]([C@@H:23]([NH:33]C(=O)OC(C)(C)C)[CH2:24][C:25]3[CH:30]=[C:29]([F:31])[CH:28]=[C:27]([F:32])[CH:26]=3)=[N:13][C:14]([C:17]#[C:18][C:19]([OH:22])([CH3:21])[CH3:20])=[CH:15][CH:16]=2)=[C:7]2[C:3]=1[C:4]([NH:42][S:43]([CH3:45])=[O:44])=[N:5][N:6]2[CH3:41].FC(F)(F)C(O)=O, predict the reaction product. (4) The product is: [CH2:10]([O:9][C:38]1[CH:39]=[C:21]([CH:37]=[C:36]([O:40][CH2:45][C:44]2[CH:4]=[CH:3][CH:2]=[CH:7][CH:6]=2)[N:35]=1)[C:22]([O:1][C:2]1[C:7]([Cl:8])=[CH:6][N:5]=[C:4]([O:9][C:10]([C:12]2[CH:13]=[C:14]([CH:30]=[CH:31][CH:32]=2)[C:15]([N:17]2[C:22](=[O:23])[C:21]([F:24])=[CH:20][N:19]([CH2:25][O:26][CH2:27][CH3:28])[C:18]2=[O:29])=[O:16])=[O:11])[CH:3]=1)=[O:23])[C:12]1[CH:13]=[CH:14][CH:30]=[CH:31][CH:32]=1. Given the reactants [OH:1][C:2]1[C:7]([Cl:8])=[CH:6][N:5]=[C:4]([O:9][C:10]([C:12]2[CH:13]=[C:14]([CH:30]=[CH:31][CH:32]=2)[C:15]([N:17]2[C:22](=[O:23])[C:21]([F:24])=[CH:20][N:19]([CH2:25][O:26][CH2:27][CH3:28])[C:18]2=[O:29])=[O:16])=[O:11])[CH:3]=1.C([N:35]([CH2:38][CH3:39])[CH2:36][CH3:37])C.[O:40]1[CH2:45][CH2:44]OCC1, predict the reaction product. (5) Given the reactants [O:1]=[S:2]1(=[O:30])[CH2:7][CH2:6][N:5]([C:8]([C:10]2[NH:11][C:12]3[C:17]([CH:18]=2)=[CH:16][C:15]([C:19]([N:21]2[CH2:26][CH2:25][N:24]([CH:27]([CH3:29])[CH3:28])[CH2:23][CH2:22]2)=[O:20])=[CH:14][CH:13]=3)=[O:9])[CH2:4][CH2:3]1.[N:31]1[CH:36]=[C:35](B(O)O)[CH:34]=[N:33][CH:32]=1.N1C=CC=CC=1, predict the reaction product. The product is: [O:30]=[S:2]1(=[O:1])[CH2:7][CH2:6][N:5]([C:8]([C:10]2[N:11]([C:35]3[CH:36]=[N:31][CH:32]=[N:33][CH:34]=3)[C:12]3[C:17]([CH:18]=2)=[CH:16][C:15]([C:19]([N:21]2[CH2:22][CH2:23][N:24]([CH:27]([CH3:28])[CH3:29])[CH2:25][CH2:26]2)=[O:20])=[CH:14][CH:13]=3)=[O:9])[CH2:4][CH2:3]1.